Dataset: Reaction yield outcomes from USPTO patents with 853,638 reactions. Task: Predict the reaction yield, written as a fraction of the theoretical maximum amount of product (1.0 means a 100% yield; for example, 0.34 means a 34% yield). (1) The reactants are C[O:2][C:3]([C:5]1[S:6][CH:7]=[CH:8][C:9]=1[N:10](S(C1C(C)=CC=CC=1)(=O)=O)[S:11]([C:14]1[C:15]([CH3:20])=[CH:16][CH:17]=[CH:18][CH:19]=1)(=[O:13])=[O:12])=[O:4].[OH-].[Na+].Cl. The catalyst is O1CCOCC1.CO.O. The product is [C:15]1([CH3:20])[C:14]([S:11]([NH:10][C:9]2[CH:8]=[CH:7][S:6][C:5]=2[C:3]([OH:4])=[O:2])(=[O:13])=[O:12])=[CH:19][CH:18]=[CH:17][CH:16]=1. The yield is 0.990. (2) The reactants are [CH3:1][C:2]1[CH:7]=[CH:6][N:5]2[C:8]([CH:17]3[CH2:22][CH2:21][NH:20][CH2:19][CH2:18]3)=[N:9][C:10]([C:11]3[CH:16]=[CH:15][CH:14]=[CH:13][CH:12]=3)=[C:4]2[CH:3]=1.CCN(C(C)C)C(C)C.Br[CH2:33][CH2:34][C:35]1[CH:40]=[CH:39][CH:38]=[CH:37][CH:36]=1. The catalyst is C(#N)C.CO. The product is [CH3:1][C:2]1[CH:7]=[CH:6][N:5]2[C:8]([CH:17]3[CH2:22][CH2:21][N:20]([CH2:33][CH2:34][C:35]4[CH:40]=[CH:39][CH:38]=[CH:37][CH:36]=4)[CH2:19][CH2:18]3)=[N:9][C:10]([C:11]3[CH:16]=[CH:15][CH:14]=[CH:13][CH:12]=3)=[C:4]2[CH:3]=1. The yield is 0.0200. (3) The reactants are C(Cl)(=O)C(Cl)=O.CS(C)=O.[F:11][C:12]1[CH:13]=[C:14](/[CH:19]=[CH:20]/[C:21]([N:23]2[CH2:28][CH2:27][CH:26]([CH2:29][OH:30])[CH2:25][CH2:24]2)=[O:22])[CH:15]=[C:16]([F:18])[CH:17]=1.CCN(CC)CC. The catalyst is C(Cl)Cl. The product is [F:18][C:16]1[CH:15]=[C:14](/[CH:19]=[CH:20]/[C:21]([N:23]2[CH2:24][CH2:25][CH:26]([CH:29]=[O:30])[CH2:27][CH2:28]2)=[O:22])[CH:13]=[C:12]([F:11])[CH:17]=1. The yield is 0.820. (4) The reactants are [N+:1]([C:4]1[CH:13]=[CH:12][C:7]([C:8](=[O:11])[CH2:9]Br)=[CH:6][CH:5]=1)([O-:3])=[O:2].[BH4-].[Na+].C(=O)([O-])[O-].[K+].[K+]. The catalyst is CO.[Cl-].[Na+].O. The product is [N+:1]([C:4]1[CH:13]=[CH:12][C:7]([CH:8]2[CH2:9][O:11]2)=[CH:6][CH:5]=1)([O-:3])=[O:2]. The yield is 1.00. (5) The product is [OH:1][CH:2]([C:5]1[CH:10]=[C:9]([I:11])[N:8]([CH2:18][C:19]#[C:20][CH2:21][CH3:22])[C:7](=[O:12])[C:6]=1[CH3:13])[CH2:3][CH3:4]. The reactants are [OH:1][CH:2]([C:5]1[CH:10]=[C:9]([I:11])[NH:8][C:7](=[O:12])[C:6]=1[CH3:13])[CH2:3][CH3:4].[H-].[Na+].[Li+].[Br-].[CH2:18](Br)[C:19]#[C:20][CH2:21][CH3:22]. The yield is 0.660. The catalyst is COCCOC.CCOC(C)=O.CN(C=O)C. (6) The reactants are [NH:1]1[CH:8]=[CH:7][C:5](=[O:6])[NH:4][C:2]1=[O:3].[CH2:9]([O:16][C@@H:17]1[C@@H:21]([CH2:22][O:23][CH2:24][C:25]2[CH:30]=[CH:29][CH:28]=[CH:27][CH:26]=2)[O:20][C@H:19](OC)[C@@:18]1([NH:34][C:35](=[O:40])[C:36]([F:39])([F:38])[F:37])[CH3:33])[C:10]1[CH:15]=[CH:14][CH:13]=[CH:12][CH:11]=1.FC(F)(F)S(O[Si](C)(C)C)(=O)=O. The catalyst is C(#N)C. The product is [CH2:9]([O:16][C@@H:17]1[C@@H:21]([CH2:22][O:23][CH2:24][C:25]2[CH:26]=[CH:27][CH:28]=[CH:29][CH:30]=2)[O:20][C@@H:19]([N:1]2[CH:8]=[CH:7][C:5](=[O:6])[NH:4][C:2]2=[O:3])[C@@:18]1([NH:34][C:35](=[O:40])[C:36]([F:39])([F:38])[F:37])[CH3:33])[C:10]1[CH:11]=[CH:12][CH:13]=[CH:14][CH:15]=1. The yield is 0.210. (7) The reactants are [NH:1]1[C:11]2[C:6](=[CH:7][CH:8]=[CH:9][CH:10]=2)[C:4](=O)[C:2]1=[O:3].[CH:12]1[C:21]2[C:16](=[CH:17][CH:18]=[CH:19][CH:20]=2)[CH:15]=[CH:14][C:13]=1[C:22]([NH:24][NH2:25])=[O:23]. No catalyst specified. The product is [CH2:2]([N:1]1[C:11]2[C:6](=[CH:7][CH:8]=[CH:9][CH:10]=2)/[C:4](=[N:25]/[NH:24][C:22]([C:13]2[CH:14]=[CH:15][C:16]3[C:21](=[CH:20][CH:19]=[CH:18][CH:17]=3)[CH:12]=2)=[O:23])/[C:2]1=[O:3])[CH2:4][CH2:6][CH2:7][CH2:8][CH3:9]. The yield is 0.860.